Dataset: Peptide-MHC class II binding affinity with 134,281 pairs from IEDB. Task: Regression. Given a peptide amino acid sequence and an MHC pseudo amino acid sequence, predict their binding affinity value. This is MHC class II binding data. (1) The peptide sequence is CCRCGARGPESRLL. The MHC is HLA-DQA10501-DQB10301 with pseudo-sequence HLA-DQA10501-DQB10301. The binding affinity (normalized) is 0.591. (2) The MHC is DRB1_0701 with pseudo-sequence DRB1_0701. The peptide sequence is PPFSRVVHLYRNGKD. The binding affinity (normalized) is 0.396. (3) The peptide sequence is GVEGIGLQYLGYVIRK. The MHC is DRB3_0101 with pseudo-sequence DRB3_0101. The binding affinity (normalized) is 0.256. (4) The peptide sequence is RNVFDEVIPTAFSIG. The MHC is HLA-DQA10401-DQB10402 with pseudo-sequence HLA-DQA10401-DQB10402. The binding affinity (normalized) is 0.300. (5) The peptide sequence is GAKRIPVDVSEGDIV. The MHC is DRB1_1501 with pseudo-sequence DRB1_1501. The binding affinity (normalized) is 0. (6) The peptide sequence is AKPDGKTDCTKEVEE. The MHC is HLA-DPA10201-DPB10101 with pseudo-sequence HLA-DPA10201-DPB10101. The binding affinity (normalized) is 0.0387. (7) The peptide sequence is FETNVSHNVQGATVA. The MHC is DRB3_0101 with pseudo-sequence DRB3_0101. The binding affinity (normalized) is 0.394. (8) The peptide sequence is GTVVMQVKVSKGAPC. The MHC is HLA-DQA10601-DQB10402 with pseudo-sequence HLA-DQA10601-DQB10402. The binding affinity (normalized) is 0.390.